Dataset: Full USPTO retrosynthesis dataset with 1.9M reactions from patents (1976-2016). Task: Predict the reactants needed to synthesize the given product. (1) Given the product [CH3:1][C:2]1[C:7]([OH:8])=[CH:6][CH:5]=[CH:4][C:3]=1[C:9]([NH:11][C@H:12]([C@H:21]([OH:40])[CH2:22][N:23]1[C@H:32]([C:33]([NH:35][C:36]([CH3:38])([CH3:37])[CH3:39])=[O:34])[CH2:31][C@H:30]2[C@H:25]([CH2:26][CH2:27][CH2:28][CH2:29]2)[CH2:24]1)[CH2:13][S:14][C:15]1[CH:20]=[CH:19][CH:18]=[CH:17][CH:16]=1)=[O:10].[CH3:41][S:42]([OH:45])(=[O:44])=[O:43], predict the reactants needed to synthesize it. The reactants are: [CH3:1][C:2]1[C:7]([OH:8])=[CH:6][CH:5]=[CH:4][C:3]=1[C:9]([NH:11][C@H:12]([C@H:21]([OH:40])[CH2:22][N:23]1[C@H:32]([C:33]([NH:35][C:36]([CH3:39])([CH3:38])[CH3:37])=[O:34])[CH2:31][C@H:30]2[C@H:25]([CH2:26][CH2:27][CH2:28][CH2:29]2)[CH2:24]1)[CH2:13][S:14][C:15]1[CH:16]=[CH:17][CH:18]=[CH:19][CH:20]=1)=[O:10].[CH3:41][S:42]([OH:45])(=[O:44])=[O:43].CC(=O)CCC. (2) Given the product [F:33][C:2]([F:1])([F:32])[C:3]1([CH2:7][N:8]2[CH2:13][CH2:12][CH:11]([CH2:14][O:15][C:16]3[N:17]=[CH:18][C:19]([C:22]4[CH:31]=[CH:30][C:25]([C:26]([OH:28])=[O:27])=[CH:24][CH:23]=4)=[N:20][CH:21]=3)[CH2:10][CH2:9]2)[CH2:6][CH2:5][CH2:4]1, predict the reactants needed to synthesize it. The reactants are: [F:1][C:2]([F:33])([F:32])[C:3]1([CH2:7][N:8]2[CH2:13][CH2:12][CH:11]([CH2:14][O:15][C:16]3[N:17]=[CH:18][C:19]([C:22]4[CH:31]=[CH:30][C:25]([C:26]([O:28]C)=[O:27])=[CH:24][CH:23]=4)=[N:20][CH:21]=3)[CH2:10][CH2:9]2)[CH2:6][CH2:5][CH2:4]1.O[Li].O. (3) Given the product [F:1][C:2]1[CH:3]=[C:4]([C@H:8]2[CH2:12][CH2:11][CH2:10][N:9]2[C:13]2[CH:18]=[CH:17][N:16]3[N:19]=[CH:20][C:21]([C:22]([NH2:30])=[O:23])=[C:15]3[N:14]=2)[CH:5]=[CH:6][CH:7]=1, predict the reactants needed to synthesize it. The reactants are: [F:1][C:2]1[CH:3]=[C:4]([C@H:8]2[CH2:12][CH2:11][CH2:10][N:9]2[C:13]2[CH:18]=[CH:17][N:16]3[N:19]=[CH:20][C:21]([C:22](O)=[O:23])=[C:15]3[N:14]=2)[CH:5]=[CH:6][CH:7]=1.S(Cl)(Cl)=O.C[N:30](C1C=CC=CN=1)C. (4) Given the product [NH2:2][CH2:1][C:3]1[CH:4]=[C:5]([C:9]2[N:13]([CH3:14])[N:12]=[CH:11][C:10]=2[C:15]([O:17][CH2:18][CH3:19])=[O:16])[CH:6]=[CH:7][CH:8]=1, predict the reactants needed to synthesize it. The reactants are: [C:1]([C:3]1[CH:4]=[C:5]([C:9]2[N:13]([CH3:14])[N:12]=[CH:11][C:10]=2[C:15]([O:17][CH2:18][CH3:19])=[O:16])[CH:6]=[CH:7][CH:8]=1)#[N:2].FC(F)(F)C(O)=O.[H][H].